This data is from Tyrosyl-DNA phosphodiesterase HTS with 341,365 compounds. The task is: Binary Classification. Given a drug SMILES string, predict its activity (active/inactive) in a high-throughput screening assay against a specified biological target. (1) The molecule is S(=O)(=O)(c1nnc(c2cc(NC(=O)COc3ccccc3)ccc2)cc1)C. The result is 0 (inactive). (2) The compound is O1c2c(OCCOCCOCCOCC1)cc([N+]([O-])=O)c([N+]([O-])=O)c2. The result is 0 (inactive). (3) The molecule is O=C(Nc1c(cccc1)C(OC)=O)Cn1ccnc1. The result is 0 (inactive). (4) The molecule is S(CC(=O)N1CCC(CC1)C)c1c2c(n(c(=O)n(c2=O)C)C)ncc1CC. The result is 0 (inactive). (5) The compound is s1c(CN2CC(=O)N(C2=S)c2cc(c(cc2)C)C)c(cc1)C. The result is 0 (inactive).